This data is from Retrosynthesis with 50K atom-mapped reactions and 10 reaction types from USPTO. The task is: Predict the reactants needed to synthesize the given product. Given the product Cc1cc(N)c2c(c1)CC(CO)O2, predict the reactants needed to synthesize it. The reactants are: Cc1cc2c(c([N+](=O)[O-])c1)OC(CO)C2.